Dataset: Full USPTO retrosynthesis dataset with 1.9M reactions from patents (1976-2016). Task: Predict the reactants needed to synthesize the given product. Given the product [CH3:18][O:20][CH2:21][CH2:22][CH2:23][O:28][N:7]1[CH:8]=[CH:9][CH:10]=[C:5]([C:4]([O:3][CH3:1])=[O:17])[C:6]1=[O:11], predict the reactants needed to synthesize it. The reactants are: [CH2:1]([O:3][C:4](=[O:17])[C:5]1[CH:10]=[CH:9][CH:8]=[N:7][C:6]=1[O:11]CCCOC)C.[CH2:18]([O:20][C:21](=O)[C:22]1C=CC=N[C:23]=1[OH:28])C.COCCCBr.